From a dataset of Full USPTO retrosynthesis dataset with 1.9M reactions from patents (1976-2016). Predict the reactants needed to synthesize the given product. (1) Given the product [Cl:66][C:53]1[CH:54]=[CH:55][C:36]([NH:35][C:22]2[C:21]3[C:26](=[CH:27][CH:28]=[C:19]([C:8]4[N:7]([CH:1]5[CH2:2][CH2:3][CH2:4][CH2:5][CH2:6]5)[C:11]5[CH:12]=[CH:13][C:14]([C:16]([OH:18])=[O:17])=[CH:15][C:10]=5[N:9]=4)[CH:20]=3)[N:25]=[C:24]([C:29]3[CH:30]=[CH:31][CH:32]=[CH:33][CH:34]=3)[CH:23]=2)=[CH:51][CH:52]=1, predict the reactants needed to synthesize it. The reactants are: [CH:1]1([N:7]2[C:11]3[CH:12]=[CH:13][C:14]([C:16]([OH:18])=[O:17])=[CH:15][C:10]=3[N:9]=[C:8]2[C:19]2[CH:20]=[C:21]3[C:26](=[CH:27][CH:28]=2)[N:25]=[C:24]([C:29]2[CH:34]=[CH:33][CH:32]=[CH:31][CH:30]=2)[CH:23]=[C:22]3[N:35](C)[CH3:36])[CH2:6][CH2:5][CH2:4][CH2:3][CH2:2]1.C(OC(C1C=CC2N(C3CCCCC3)C(C3[CH:51]=[C:52]4C(=CC=3)N=[C:55](C3C=CC=CC=3)[CH:54]=[C:53]4[Cl:66])=NC=2C=1)=O)C.ClC1C=CC(N)=CC=1. (2) Given the product [C:1]([NH:5][C:6]1[C:11]([C:23]#[C:22][C:16]2[C:15]([Cl:14])=[CH:20][CH:19]=[CH:18][C:17]=2[Cl:21])=[CH:10][N:9]=[C:8]([Cl:13])[N:7]=1)([CH3:4])([CH3:3])[CH3:2], predict the reactants needed to synthesize it. The reactants are: [C:1]([NH:5][C:6]1[C:11](I)=[CH:10][N:9]=[C:8]([Cl:13])[N:7]=1)([CH3:4])([CH3:3])[CH3:2].[Cl:14][C:15]1[CH:20]=[CH:19][CH:18]=[C:17]([Cl:21])[C:16]=1[C:22]#[CH:23].CCN(C(C)C)C(C)C.O. (3) The reactants are: [Cl:1][C:2]1[C:3]([NH:16][C@@H:17]2[CH2:21][CH2:20][N:19](C(OC(C)(C)C)=O)[CH2:18]2)=[N:4][CH:5]=[C:6](/[CH:8]=[C:9](\[F:15])/[C:10]([O:12][CH2:13][CH3:14])=[O:11])[CH:7]=1.[ClH:29]. Given the product [ClH:1].[ClH:29].[Cl:1][C:2]1[CH:7]=[C:6](/[CH:8]=[C:9](\[F:15])/[C:10]([O:12][CH2:13][CH3:14])=[O:11])[CH:5]=[N:4][C:3]=1[NH:16][C@@H:17]1[CH2:21][CH2:20][NH:19][CH2:18]1, predict the reactants needed to synthesize it. (4) The reactants are: [CH3:1][C:2]1([C:19]2[CH:20]=[C:21]([CH3:25])[CH:22]=[CH:23][CH:24]=2)[CH2:10][C:9]2[C:4](=[CH:5][CH:6]=[CH:7][CH:8]=2)[C:3]1([CH:12]1[CH2:17][CH2:16][N:15]([CH3:18])[CH2:14][CH2:13]1)O. Given the product [CH3:18][N:15]1[CH2:14][CH2:13][C:12](=[C:3]2[C:4]3[C:9](=[CH:8][CH:7]=[CH:6][CH:5]=3)[CH2:10][C:2]2([CH3:1])[C:19]2[CH:20]=[C:21]([CH3:25])[CH:22]=[CH:23][CH:24]=2)[CH2:17][CH2:16]1, predict the reactants needed to synthesize it. (5) Given the product [CH3:1][O:2][C:3]1[CH:4]=[CH:5][C:6]([C:9]2[C:14]([CH3:15])=[C:13]([C:16]([F:18])([F:17])[F:19])[N:12]3[N:20]=[CH:21][C:22]([C:23]([N:65]4[CH2:64][CH2:63][N:62]([C@H:66]([C:68]5[CH:73]=[C:72]([F:74])[CH:71]=[C:70]([F:75])[C:69]=5[F:76])[CH3:67])[CH2:61][C@H:60]4[CH3:59])=[O:24])=[C:11]3[N:10]=2)=[CH:7][CH:8]=1, predict the reactants needed to synthesize it. The reactants are: [CH3:1][O:2][C:3]1[CH:8]=[CH:7][C:6]([C:9]2[C:14]([CH3:15])=[C:13]([C:16]([F:19])([F:18])[F:17])[N:12]3[N:20]=[CH:21][C:22]([C:23](O)=[O:24])=[C:11]3[N:10]=2)=[CH:5][CH:4]=1.CN(C(ON1N=NC2C=CC=NC1=2)=[N+](C)C)C.F[P-](F)(F)(F)(F)F.CCN(C(C)C)C(C)C.[CH3:59][C@H:60]1[NH:65][CH2:64][CH2:63][N:62]([C@H:66]([C:68]2[CH:73]=[C:72]([F:74])[CH:71]=[C:70]([F:75])[C:69]=2[F:76])[CH3:67])[CH2:61]1. (6) Given the product [C:23]([NH:15][C:14]1[CH:16]=[CH:17][N:10]([C@@H:1]2[O:9][C@H:6]([CH2:7][OH:8])[C@@H:4]([OH:5])[C@H:2]2[OH:3])[C:11](=[O:12])[N:13]=1)(=[O:30])[C:24]1[CH:29]=[CH:28][CH:27]=[CH:26][CH:25]=1, predict the reactants needed to synthesize it. The reactants are: [C@@H:1]1([N:10]2[CH:17]=[CH:16][C:14]([NH2:15])=[N:13][C:11]2=[O:12])[O:9][C@H:6]([CH2:7][OH:8])[C@@H:4]([OH:5])[C@H:2]1[OH:3].C[Si](C)(C)Cl.[C:23](Cl)(=[O:30])[C:24]1[CH:29]=[CH:28][CH:27]=[CH:26][CH:25]=1.N. (7) Given the product [F:1][C:2]1[CH:3]=[C:4]([CH3:9])[C:5]([OH:8])=[C:11]([CH:7]=1)[CH:12]=[O:14], predict the reactants needed to synthesize it. The reactants are: [F:1][C:2]1[CH:7]=C[C:5]([OH:8])=[C:4]([CH3:9])[CH:3]=1.F[C:11](F)(F)[C:12]([OH:14])=O.C1N2CN3CN(C2)CN1C3.S(=O)(=O)(O)O.